From a dataset of Forward reaction prediction with 1.9M reactions from USPTO patents (1976-2016). Predict the product of the given reaction. Given the reactants C[O:2][C:3]1[CH:24]=[CH:23][C:6]2[N:7]=[C:8]([C:10]#[C:11][C:12]3[CH:19]=[CH:18][C:15]([NH:16][CH3:17])=[C:14]([N+:20]([O-:22])=[O:21])[CH:13]=3)[S:9][C:5]=2[CH:4]=1.B(Br)(Br)Br.C([O-])(O)=O.[Na+], predict the reaction product. The product is: [CH3:17][NH:16][C:15]1[CH:18]=[CH:19][C:12]([C:11]#[C:10][C:8]2[S:9][C:5]3[CH:4]=[C:3]([OH:2])[CH:24]=[CH:23][C:6]=3[N:7]=2)=[CH:13][C:14]=1[N+:20]([O-:22])=[O:21].